From a dataset of Forward reaction prediction with 1.9M reactions from USPTO patents (1976-2016). Predict the product of the given reaction. (1) Given the reactants [CH3:1][C:2]1[CH:7]=[CH:6][CH:5]=[CH:4][C:3]=1[CH2:8][N:9]1[C:13](=[O:14])[O:12][N:11]=[C:10]1[O:15]CC1C=CC=CC=1.[Cl:23][C:24]1[CH:29]=[CH:28][C:27]([N:30]([CH:34]([CH3:36])[CH3:35])[C:31](Cl)=[O:32])=[CH:26][CH:25]=1.Cl, predict the reaction product. The product is: [Cl:23][C:24]1[CH:25]=[CH:26][C:27]([N:30]([CH:34]([CH3:36])[CH3:35])[C:31]([N:11]2[C:10](=[O:15])[N:9]([CH2:8][C:3]3[CH:4]=[CH:5][CH:6]=[CH:7][C:2]=3[CH3:1])[C:13](=[O:14])[O:12]2)=[O:32])=[CH:28][CH:29]=1. (2) Given the reactants [N+:1]([C:4]1[CH:5]=[C:6]([CH:10]=[CH:11][CH:12]=1)[C:7](O)=[O:8])([O-:3])=[O:2].[N+:13](C1C=C(C=CC=1)C(Cl)=O)([O-])=O.NC1C=CC=CC=1.CC1C=C(C(F)(C(F)(F)F)C(F)(F)F)C=C(C)C=1N, predict the reaction product. The product is: [N+:1]([C:4]1[CH:5]=[C:6]([CH:10]=[CH:11][CH:12]=1)[C:7]([NH2:13])=[O:8])([O-:3])=[O:2]. (3) Given the reactants Br[C:2]1[C:12]2[O:11][CH2:10][CH2:9][N:8]([C:13]([O:15][C:16]([CH3:19])([CH3:18])[CH3:17])=[O:14])[CH2:7][C:6]=2[CH:5]=[CH:4][CH:3]=1.[C:20]([C:23]1[CH:28]=[CH:27][CH:26]=[CH:25][C:24]=1B(O)O)(=[O:22])[CH3:21].O, predict the reaction product. The product is: [C:20]([C:23]1[CH:28]=[CH:27][CH:26]=[CH:25][C:24]=1[C:2]1[C:12]2[O:11][CH2:10][CH2:9][N:8]([C:13]([O:15][C:16]([CH3:19])([CH3:18])[CH3:17])=[O:14])[CH2:7][C:6]=2[CH:5]=[CH:4][CH:3]=1)(=[O:22])[CH3:21]. (4) Given the reactants [CH2:1]([N:3]1[C:8](=[O:9])[C:7]([C:10]2[N:14]([C:15]3[CH:22]=[CH:21][C:18]([C:19]#[N:20])=[CH:17][CH:16]=3)[N:13]=[CH:12][C:11]=2[C:23](O)([CH3:25])[CH3:24])=[C:6]([CH3:27])[N:5]([C:28]2[CH:33]=[CH:32][CH:31]=[C:30]([C:34]([F:37])([F:36])[F:35])[CH:29]=2)[C:4]1=[O:38])[CH3:2].[N-:39]=[N+]=[N-].[Na+].FC(F)(F)C(O)=O.O, predict the reaction product. The product is: [NH2:39][C:23]([C:11]1[CH:12]=[N:13][N:14]([C:15]2[CH:22]=[CH:21][C:18]([C:19]#[N:20])=[CH:17][CH:16]=2)[C:10]=1[C:7]1[C:8](=[O:9])[N:3]([CH2:1][CH3:2])[C:4](=[O:38])[N:5]([C:28]2[CH:33]=[CH:32][CH:31]=[C:30]([C:34]([F:36])([F:37])[F:35])[CH:29]=2)[C:6]=1[CH3:27])([CH3:24])[CH3:25]. (5) Given the reactants [CH3:1][C:2]1([C:7]2[O:11][C:10]([CH2:12][N:13]3[CH:17]=[CH:16][C:15]([NH2:18])=[N:14]3)=[CH:9][CH:8]=2)[O:6]CCO1.[CH3:19][O:20][C:21]1[CH:26]=[CH:25][C:24](/[CH:27]=[CH:28]/[C:29](O)=[O:30])=[CH:23][CH:22]=1, predict the reaction product. The product is: [C:2]([C:7]1[O:11][C:10]([CH2:12][N:13]2[CH:17]=[CH:16][C:15]([NH:18][C:29](=[O:30])/[CH:28]=[CH:27]/[C:24]3[CH:25]=[CH:26][C:21]([O:20][CH3:19])=[CH:22][CH:23]=3)=[N:14]2)=[CH:9][CH:8]=1)(=[O:6])[CH3:1]. (6) Given the reactants [NH2:1][CH2:2][CH2:3][N:4]1[CH:8]=[CH:7][C:6]([C:9]2[CH:16]=[CH:15][C:12]([C:13]#[N:14])=[C:11]([N+:17]([O-:19])=[O:18])[CH:10]=2)=[N:5]1.[N:20]1[CH:25]=[CH:24][CH:23]=[CH:22][C:21]=1[C:26]1[CH:30]=[C:29]([C:31](O)=[O:32])[NH:28][N:27]=1, predict the reaction product. The product is: [C:13]([C:12]1[CH:15]=[CH:16][C:9]([C:6]2[CH:7]=[CH:8][N:4]([CH2:3][CH2:2][NH:1][C:31]([C:29]3[NH:28][N:27]=[C:26]([C:21]4[CH:22]=[CH:23][CH:24]=[CH:25][N:20]=4)[CH:30]=3)=[O:32])[N:5]=2)=[CH:10][C:11]=1[N+:17]([O-:19])=[O:18])#[N:14]. (7) Given the reactants [Cl:1][C:2]1[CH:3]=[CH:4][C:5]([OH:11])=[C:6]([C:8](=O)[CH3:9])[CH:7]=1.[C:12]([NH:20][NH2:21])(=[O:19])[C:13]1[CH:18]=[CH:17][CH:16]=[CH:15][CH:14]=1, predict the reaction product. The product is: [Cl:1][C:2]1[CH:3]=[CH:4][C:5]([OH:11])=[C:6](/[C:8](=[N:21]/[NH:20][C:12](=[O:19])[C:13]2[CH:18]=[CH:17][CH:16]=[CH:15][CH:14]=2)/[CH3:9])[CH:7]=1. (8) Given the reactants [C:1]1(C)C=CC=CC=1.[Li]C.C(=O)=O.CC(C)=O.[Cl:17][C:18]1[N:23]=[C:22]([C:24]([F:27])([F:26])[F:25])[C:21]([C:28](=[O:30])[CH3:29])=[CH:20][N:19]=1, predict the reaction product. The product is: [Cl:17][C:18]1[N:23]=[C:22]([C:24]([F:25])([F:26])[F:27])[C:21]([C:28]([OH:30])([CH3:1])[CH3:29])=[CH:20][N:19]=1. (9) Given the reactants [N+:1]([C:4]1[C:12]2[C:7](=[CH:8][CH:9]=[C:10]([C:13](Cl)=[O:14])[CH:11]=2)[NH:6][C:5]=1[C:16]1[C:25](=[O:26])[NH:24][C:23]2[C:18](=[CH:19][CH:20]=[CH:21][CH:22]=2)[N:17]=1)([O-])=O.C(Cl)Cl.[CH:30]1([OH:36])[CH2:35][CH2:34][CH2:33][CH2:32][CH2:31]1.Cl[Sn]Cl, predict the reaction product. The product is: [NH2:1][C:4]1[C:12]2[C:7](=[CH:8][CH:9]=[C:10]([C:13]([O:36][CH:30]3[CH2:35][CH2:34][CH2:33][CH2:32][CH2:31]3)=[O:14])[CH:11]=2)[NH:6][C:5]=1[C:16]1[C:25](=[O:26])[NH:24][C:23]2[C:18](=[CH:19][CH:20]=[CH:21][CH:22]=2)[N:17]=1. (10) Given the reactants C(O[BH-](OC(=O)C)OC(=O)C)(=O)C.[Na+].[CH:15]([CH:28]1[N:33]2[CH2:34][C@H:35]([O:37][Si:38]([C:41]([CH3:44])([CH3:43])[CH3:42])([CH3:40])[CH3:39])[CH2:36][C@H:32]2[CH2:31][NH:30][CH2:29]1)([C:22]1[CH:27]=[CH:26][CH:25]=[CH:24][CH:23]=1)[C:16]1[CH:21]=[CH:20][CH:19]=[CH:18][CH:17]=1.[CH3:45][O:46][C:47]1[CH:54]=[CH:53][C:52]([N:55]2[C:59]([C:60]([F:63])([F:62])[F:61])=[N:58][N:57]=[N:56]2)=[CH:51][C:48]=1[CH:49]=O, predict the reaction product. The product is: [CH:15]([C@H:28]1[N:33]2[CH2:34][C@H:35]([O:37][Si:38]([C:41]([CH3:44])([CH3:43])[CH3:42])([CH3:40])[CH3:39])[CH2:36][C@H:32]2[CH2:31][N:30]([CH2:49][C:48]2[CH:51]=[C:52]([N:55]3[C:59]([C:60]([F:63])([F:62])[F:61])=[N:58][N:57]=[N:56]3)[CH:53]=[CH:54][C:47]=2[O:46][CH3:45])[CH2:29]1)([C:22]1[CH:23]=[CH:24][CH:25]=[CH:26][CH:27]=1)[C:16]1[CH:21]=[CH:20][CH:19]=[CH:18][CH:17]=1.